Predict the reaction yield, written as a fraction of the theoretical maximum amount of product (1.0 means a 100% yield; for example, 0.34 means a 34% yield). From a dataset of Reaction yield outcomes from USPTO patents with 853,638 reactions. (1) The reactants are [Br:1][C:2]1[CH:3]=[C:4]([NH:10][C:11]2[CH:16]=[CH:15][C:14]([N:17]3[CH2:22][CH2:21][NH:20][CH2:19][CH2:18]3)=[CH:13][N:12]=2)[C:5](=[O:9])[N:6]([CH3:8])[CH:7]=1.[O:23]1[CH2:26][C:25](=O)[CH2:24]1.[BH3-]C#N.[Na+].O. The catalyst is CO.[Cl-].[Zn+2].[Cl-]. The product is [Br:1][C:2]1[CH:3]=[C:4]([NH:10][C:11]2[CH:16]=[CH:15][C:14]([N:17]3[CH2:22][CH2:21][N:20]([CH:25]4[CH2:26][O:23][CH2:24]4)[CH2:19][CH2:18]3)=[CH:13][N:12]=2)[C:5](=[O:9])[N:6]([CH3:8])[CH:7]=1. The yield is 0.610. (2) The reactants are [CH2:1]([O:8][C:9]([CH2:11][N:12]1[CH2:25][CH2:24][CH2:23][NH:22][CH2:21][CH2:20][N:19]([CH2:26][C:27]([O:29][CH2:30][C:31]2[CH:36]=[CH:35][CH:34]=[CH:33][CH:32]=2)=[O:28])[CH2:18][CH2:17][CH2:16][NH:15][CH2:14][CH2:13]1)=[O:10])[C:2]1[CH:7]=[CH:6][CH:5]=[CH:4][CH:3]=1.C(N(CC)CC)C.[N+:44]([C:47]1[CH:54]=[CH:53][C:50]([CH2:51]Br)=[CH:49][CH:48]=1)([O-:46])=[O:45]. The catalyst is C(Cl)(Cl)Cl. The product is [CH2:1]([O:8][C:9]([CH2:11][N:12]1[CH2:25][CH2:24][CH2:23][NH:22][CH2:21][CH2:20][N:19]([CH2:26][C:27]([O:29][CH2:30][C:31]2[CH:36]=[CH:35][CH:34]=[CH:33][CH:32]=2)=[O:28])[CH2:18][CH2:17][CH2:16][N:15]([CH2:51][C:50]2[CH:53]=[CH:54][C:47]([N+:44]([O-:46])=[O:45])=[CH:48][CH:49]=2)[CH2:14][CH2:13]1)=[O:10])[C:2]1[CH:7]=[CH:6][CH:5]=[CH:4][CH:3]=1. The yield is 0.760. (3) The reactants are [CH3:1][O:2][C:3]1[CH:4]=[CH:5][C:6]([CH2:9][C:10]([C:12]2[CH:17]=[C:16]([O:18][CH3:19])[C:15]([O:20][CH3:21])=[C:14]([O:22][CH3:23])[CH:13]=2)=[O:11])=[N:7][CH:8]=1.Br[CH2:25][C:26](=O)[CH2:27][CH3:28].C([O-])(O)=O.[Na+]. The catalyst is CC(C)=O. The product is [CH2:27]([C:26]1[C:9]([C:10]([C:12]2[CH:17]=[C:16]([O:18][CH3:19])[C:15]([O:20][CH3:21])=[C:14]([O:22][CH3:23])[CH:13]=2)=[O:11])=[C:6]2[N:7]([CH:25]=1)[CH:8]=[C:3]([O:2][CH3:1])[CH:4]=[CH:5]2)[CH3:28]. The yield is 0.920.